This data is from Reaction yield outcomes from USPTO patents with 853,638 reactions. The task is: Predict the reaction yield, written as a fraction of the theoretical maximum amount of product (1.0 means a 100% yield; for example, 0.34 means a 34% yield). (1) The reactants are [C:1]([O:5][C:6]([N:8]1[CH2:13][C@H:12]([C:14]([O:16]C)=[O:15])[CH2:11][C@H:10](C(O)=O)[CH2:9]1)=[O:7])([CH3:4])([CH3:3])[CH3:2].C([N:23]([CH2:26]C)CC)C.C1(P(N=[N+]=[N-])(C2C=CC=CC=2)=[O:35])C=CC=CC=1.[CH2:45]([OH:52])[C:46]1[CH:51]=[CH:50][CH:49]=[CH:48][CH:47]=1.N([O-])=O.[Na+].[OH-].[Na+].C(O)(=O)CC(CC(O)=O)(C(O)=O)O. The catalyst is C1(C)C=CC=CC=1.O.CO. The product is [CH2:45]([O:52][C:26]([NH:23][C@@H:10]1[CH2:9][N:8]([C:6]([O:5][C:1]([CH3:2])([CH3:3])[CH3:4])=[O:7])[CH2:13][C@H:12]([C:14]([OH:16])=[O:15])[CH2:11]1)=[O:35])[C:46]1[CH:51]=[CH:50][CH:49]=[CH:48][CH:47]=1. The yield is 0.886. (2) The reactants are [C:1]([N:5]1[CH2:10][CH2:9][N:8]([CH2:11][C:12]2[N:13](C3CCCCO3)[C:14]3[C:19]([N:20]=2)=[C:18]([N:21]2[CH2:26][CH2:25][O:24][CH2:23][CH2:22]2)[N:17]=[C:16]([NH:27][C:28]2[C:29]([NH2:34])=[CH:30][CH:31]=[CH:32][CH:33]=2)[N:15]=3)[CH2:7][CH2:6]1)([CH3:4])([CH3:3])[CH3:2].[F:41][C:42]([F:47])([CH3:46])[C:43](O)=O.CN(C)C=O.C(N(CC)C(C)C)(C)C.F[P-](F)(F)(F)(F)F.C[N+](C)=C(N(C)C)ON1C2N=CC=CC=2N=N1.C(O)(=O)C. No catalyst specified. The product is [C:1]([N:5]1[CH2:10][CH2:9][N:8]([CH2:11][C:12]2[NH:13][C:14]3[C:19]([N:20]=2)=[C:18]([N:21]2[CH2:26][CH2:25][O:24][CH2:23][CH2:22]2)[N:17]=[C:16]([N:27]2[C:28]4[CH:33]=[CH:32][CH:31]=[CH:30][C:29]=4[N:34]=[C:43]2[C:42]([F:47])([F:41])[CH3:46])[N:15]=3)[CH2:7][CH2:6]1)([CH3:2])([CH3:4])[CH3:3]. The yield is 0.180. (3) The reactants are [Cl:1][C:2]1[CH:3]=[C:4]([C:15]([O:17][CH3:18])=[O:16])[C:5]2[C:6]([CH3:14])=[CH:7][N:8]([CH:11]([CH3:13])[CH3:12])[C:9]=2[CH:10]=1.C1C(=O)N([Br:26])C(=O)C1.CCOC(C)=O.C(Cl)Cl. The catalyst is CN(C=O)C. The product is [Br:26][C:7]1[N:8]([CH:11]([CH3:12])[CH3:13])[C:9]2[CH:10]=[C:2]([Cl:1])[CH:3]=[C:4]([C:15]([O:17][CH3:18])=[O:16])[C:5]=2[C:6]=1[CH3:14]. The yield is 0.552. (4) The reactants are C[O:2][C:3]1[C:4]2[C:8]([CH:9]=[C:10]([C:12]([O:14][CH3:15])=[O:13])[CH:11]=1)=[N:7][N:6]([CH3:16])[CH:5]=2.B(Br)(Br)Br.S(=O)(=O)(O)O. The product is [OH:2][C:3]1[C:4]2[C:8]([CH:9]=[C:10]([C:12]([O:14][CH3:15])=[O:13])[CH:11]=1)=[N:7][N:6]([CH3:16])[CH:5]=2. The catalyst is ClCCl. The yield is 0.700.